From a dataset of Full USPTO retrosynthesis dataset with 1.9M reactions from patents (1976-2016). Predict the reactants needed to synthesize the given product. (1) Given the product [Cl:30][C:31]1[CH:32]=[C:33]([NH:34][S:26]([C:12]2[CH:11]=[CH:10][C:9]([O:8][CH3:7])=[C:18]3[C:13]=2[CH2:14][CH2:15][C@H:16]([NH:19][C:20](=[O:25])[C:21]([F:24])([F:23])[F:22])[CH2:17]3)(=[O:28])=[O:27])[CH:35]=[C:36]([Cl:38])[CH:37]=1, predict the reactants needed to synthesize it. The reactants are: N1C=CC=CC=1.[CH3:7][O:8][C:9]1[C:18]2[CH2:17][C@@H:16]([NH:19][C:20](=[O:25])[C:21]([F:24])([F:23])[F:22])[CH2:15][CH2:14][C:13]=2[C:12]([S:26](Cl)(=[O:28])=[O:27])=[CH:11][CH:10]=1.[Cl:30][C:31]1[CH:32]=[C:33]([CH:35]=[C:36]([Cl:38])[CH:37]=1)[NH2:34]. (2) Given the product [CH2:13]([O:20][C:21]1[CH:26]=[CH:25][C:24]([F:27])=[C:23]2[C:22]=1[NH:28][CH2:9][C:8]2([CH2:11][CH3:12])[CH2:6][CH3:7])[C:14]1[CH:19]=[CH:18][CH:17]=[CH:16][CH:15]=1, predict the reactants needed to synthesize it. The reactants are: S(=O)(=O)(O)O.[CH2:6]([CH:8]([CH2:11][CH3:12])[CH:9]=O)[CH3:7].[CH2:13]([O:20][C:21]1[CH:26]=[CH:25][C:24]([F:27])=[CH:23][C:22]=1[NH:28]N)[C:14]1[CH:19]=[CH:18][CH:17]=[CH:16][CH:15]=1.[BH4-].[Na+].